Dataset: Full USPTO retrosynthesis dataset with 1.9M reactions from patents (1976-2016). Task: Predict the reactants needed to synthesize the given product. (1) Given the product [Br:1][C:2]1[N:7]=[C:6]([C:8]([OH:11])=[O:16])[C:5]([F:9])=[CH:4][CH:3]=1, predict the reactants needed to synthesize it. The reactants are: [Br:1][C:2]1[N:7]=[C:6]([CH3:8])[C:5]([F:9])=[CH:4][CH:3]=1.[Mn]([O-])(=O)(=O)=[O:11].[K+].[OH2:16]. (2) Given the product [Cl:15][C:16]1[N:17]=[CH:18][C:19]([O:14][CH:11]2[CH2:12][CH2:13][N:8]([C:6]([O:5][C:1]([CH3:4])([CH3:2])[CH3:3])=[O:7])[CH2:9][CH2:10]2)=[CH:20][CH:21]=1, predict the reactants needed to synthesize it. The reactants are: [C:1]([O:5][C:6]([N:8]1[CH2:13][CH2:12][CH:11]([OH:14])[CH2:10][CH2:9]1)=[O:7])([CH3:4])([CH3:3])[CH3:2].[Cl:15][C:16]1[CH:21]=[CH:20][C:19](O)=[CH:18][N:17]=1.C1(P(C2C=CC=CC=2)C2C=CC=CC=2)C=CC=CC=1.CC(OC(/N=N/C(OC(C)C)=O)=O)C. (3) Given the product [NH2:7][C:6]1[CH:5]=[CH:4][C:3]([O:8][C:16]2[CH:21]=[CH:20][N:19]=[C:18]([C:22]([O:24][C:25]([CH3:28])([CH3:27])[CH3:26])=[O:23])[CH:17]=2)=[CH:2][CH:1]=1, predict the reactants needed to synthesize it. The reactants are: [CH:1]1[C:6]([NH2:7])=[CH:5][CH:4]=[C:3]([OH:8])[CH:2]=1.CC(C)([O-])C.[K+].Cl[C:16]1[CH:21]=[CH:20][N:19]=[C:18]([C:22]([O:24][C:25]([CH3:28])([CH3:27])[CH3:26])=[O:23])[CH:17]=1.C(=O)([O-])[O-].[K+].[K+].